Task: Binary Classification. Given a drug SMILES string, predict its activity (active/inactive) in a high-throughput screening assay against a specified biological target.. Dataset: Cav3 T-type calcium channel HTS with 100,875 compounds (1) The compound is S1(=O)(=O)N(C(c2c1cc(cc2)/C=C\C(OC)=O)CC(OC)=O)Cc1ccc(OC)cc1. The result is 0 (inactive). (2) The compound is S=c1n(c(n[nH]1)CNC(=O)c1occc1)c1ccc(F)cc1. The result is 0 (inactive). (3) The molecule is S(=O)(=O)(N1CCCNCC1)c1c2c(ccc1)cncc2. The result is 0 (inactive). (4) The compound is O=C1N(C2CCN(CC2)C(OCC)=O)Cc2c1c(ccc2)C(=O)NCc1ncccc1. The result is 0 (inactive).